Predict the reaction yield, written as a fraction of the theoretical maximum amount of product (1.0 means a 100% yield; for example, 0.34 means a 34% yield). From a dataset of Reaction yield outcomes from USPTO patents with 853,638 reactions. (1) The reactants are [NH2:1][C:2]1[N:7]=[CH:6][N:5]=[C:4]2[N:8]([CH2:12][C:13]3[O:14][C:15]4[C:20]([C:21](=[O:29])[C:22]=3[C:23]3[CH:28]=[CH:27][CH:26]=[CH:25][CH:24]=3)=[CH:19][CH:18]=[CH:17][CH:16]=4)[N:9]=[C:10](I)[C:3]=12.[C:30]([NH:33][C:34]1[CH:35]=[C:36](B(O)O)[CH:37]=[CH:38][CH:39]=1)(=[O:32])[CH3:31].C(=O)([O-])[O-].[Na+].[Na+].ClCCl. The catalyst is CN(C=O)C.C(O)C.O. The product is [NH2:1][C:2]1[N:7]=[CH:6][N:5]=[C:4]2[N:8]([CH2:12][C:13]3[O:14][C:15]4[C:20]([C:21](=[O:29])[C:22]=3[C:23]3[CH:28]=[CH:27][CH:26]=[CH:25][CH:24]=3)=[CH:19][CH:18]=[CH:17][CH:16]=4)[N:9]=[C:10]([C:38]3[CH:39]=[C:34]([NH:33][C:30](=[O:32])[CH3:31])[CH:35]=[CH:36][CH:37]=3)[C:3]=12. The yield is 0.230. (2) The reactants are [CH3:1][NH2:2].[CH3:3][N:4]1[CH:8]=[C:7]([C:9]([NH:11][CH:12]([CH:18]([C:23]2[CH:28]=[CH:27][CH:26]=[CH:25][CH:24]=2)[CH2:19][N+:20]([O-:22])=[O:21])[C:13]([O:15]CC)=O)=[O:10])[C:6]([C:29]([F:32])([F:31])[F:30])=[N:5]1. The catalyst is CO. The product is [CH3:3][N:4]1[CH:8]=[C:7]([C:9]([NH:11][CH:12]([C:13]([NH:2][CH3:1])=[O:15])[CH:18]([C:23]2[CH:28]=[CH:27][CH:26]=[CH:25][CH:24]=2)[CH2:19][N+:20]([O-:22])=[O:21])=[O:10])[C:6]([C:29]([F:31])([F:30])[F:32])=[N:5]1. The yield is 1.00. (3) The reactants are [Cl:1][C:2]1[CH:7]=[CH:6][C:5]([S:8]([NH:11][C@H:12]2[CH2:16][CH2:15][CH2:14][C@H:13]2[C:17]([NH2:19])=[O:18])(=[O:10])=[O:9])=[CH:4][CH:3]=1.Br[CH2:21][C:22]1[CH:31]=[CH:30][C:25]([C:26]([O:28][CH3:29])=[O:27])=[CH:24][CH:23]=1. No catalyst specified. The product is [CH3:29][O:28][C:26](=[O:27])[C:25]1[CH:30]=[CH:31][C:22]([CH2:21][N:11]([C@@H:12]2[CH2:16][CH2:15][CH2:14][C@@H:13]2[C:17](=[O:18])[NH2:19])[S:8]([C:5]2[CH:6]=[CH:7][C:2]([Cl:1])=[CH:3][CH:4]=2)(=[O:9])=[O:10])=[CH:23][CH:24]=1. The yield is 0.430. (4) The reactants are [CH:1]1([CH2:7][N:8]2[C:12]([C:13](=[O:22])/[CH:14]=[CH:15]/[C:16]3[CH:21]=[CH:20][CH:19]=[CH:18][N:17]=3)=[CH:11][C:10]([C:23]([O:25][CH2:26][CH3:27])=[O:24])=[C:9]2[CH3:28])[CH2:6][CH2:5][CH2:4][CH2:3][CH2:2]1. The catalyst is CO.[Pd]. The product is [CH:1]1([CH2:7][N:8]2[C:12]([C:13](=[O:22])[CH2:14][CH2:15][C:16]3[CH:21]=[CH:20][CH:19]=[CH:18][N:17]=3)=[CH:11][C:10]([C:23]([O:25][CH2:26][CH3:27])=[O:24])=[C:9]2[CH3:28])[CH2:6][CH2:5][CH2:4][CH2:3][CH2:2]1. The yield is 0.860. (5) The reactants are [CH2:1]([O:3][C:4](=[O:29])[C:5]([O:22][C:23]1[CH:28]=[CH:27][CH:26]=[CH:25][CH:24]=1)([CH3:21])[CH2:6][C:7]1[CH:12]=[CH:11][C:10]([O:13]CC2C=CC=CC=2)=[CH:9][CH:8]=1)[CH3:2]. The catalyst is C(O)C.[Pd]. The product is [CH2:1]([O:3][C:4](=[O:29])[C:5]([CH3:21])([O:22][C:23]1[CH:28]=[CH:27][CH:26]=[CH:25][CH:24]=1)[CH2:6][C:7]1[CH:12]=[CH:11][C:10]([OH:13])=[CH:9][CH:8]=1)[CH3:2]. The yield is 0.950. (6) The reactants are [CH3:1][O:2][CH2:3][CH2:4][O:5][CH2:6][C:7](Cl)=[O:8].[Cl:10][C:11]1[CH:20]=[CH:19][C:14]([C:15]([NH:17][NH2:18])=[O:16])=[CH:13][N:12]=1.CN1CCOCC1.C(=O)([O-])O.[Na+]. The catalyst is ClCCl.C(OCC)C. The product is [CH3:1][O:2][CH2:3][CH2:4][O:5][CH2:6][C:7]([NH:18][NH:17][C:15](=[O:16])[C:14]1[CH:19]=[CH:20][C:11]([Cl:10])=[N:12][CH:13]=1)=[O:8]. The yield is 0.510. (7) The reactants are [CH2:1]([O:3][C:4]([C:6]1[CH:7]=[C:8]2[C:13](=[CH:14][CH:15]=1)[NH:12][CH:11]([C:16]1[CH:21]=[CH:20][CH:19]=[C:18](Br)[CH:17]=1)[C:10]([CH3:24])([CH3:23])[CH2:9]2)=[O:5])[CH3:2].[CH:25]([O:28][C:29]1[CH:34]=[CH:33][C:32](B(O)O)=[CH:31][CH:30]=1)([CH3:27])[CH3:26].C(=O)([O-])[O-].[Na+].[Na+].C(OCC)(=O)C. The catalyst is O1CCOCC1.C1C=CC(P(C2C=CC=CC=2)C2C=CC=CC=2)=CC=1.C1C=CC(P(C2C=CC=CC=2)C2C=CC=CC=2)=CC=1.Cl[Pd]Cl. The product is [CH2:1]([O:3][C:4]([C:6]1[CH:7]=[C:8]2[C:13](=[CH:14][CH:15]=1)[NH:12][CH:11]([C:16]1[CH:17]=[C:18]([C:32]3[CH:33]=[CH:34][C:29]([O:28][CH:25]([CH3:27])[CH3:26])=[CH:30][CH:31]=3)[CH:19]=[CH:20][CH:21]=1)[C:10]([CH3:24])([CH3:23])[CH2:9]2)=[O:5])[CH3:2]. The yield is 0.620.